Dataset: NCI-60 drug combinations with 297,098 pairs across 59 cell lines. Task: Regression. Given two drug SMILES strings and cell line genomic features, predict the synergy score measuring deviation from expected non-interaction effect. Drug 1: CCC1=C2CN3C(=CC4=C(C3=O)COC(=O)C4(CC)O)C2=NC5=C1C=C(C=C5)O. Drug 2: CC1C(C(CC(O1)OC2CC(CC3=C2C(=C4C(=C3O)C(=O)C5=CC=CC=C5C4=O)O)(C(=O)C)O)N)O. Cell line: NCIH23. Synergy scores: CSS=47.6, Synergy_ZIP=-2.23, Synergy_Bliss=-4.04, Synergy_Loewe=0.200, Synergy_HSA=1.22.